From a dataset of Reaction yield outcomes from USPTO patents with 853,638 reactions. Predict the reaction yield, written as a fraction of the theoretical maximum amount of product (1.0 means a 100% yield; for example, 0.34 means a 34% yield). The reactants are CS(O[CH2:6][CH2:7][C@:8]1([C:29]2[CH:34]=[CH:33][C:32]([F:35])=[C:31]([Br:36])[CH:30]=2)[O:12][CH2:11][N:10]([C:13](=[O:28])[C:14]2[CH:19]=[C:18]([C:20]([F:23])([F:22])[F:21])[CH:17]=[C:16]([C:24]([F:27])([F:26])[F:25])[CH:15]=2)[CH2:9]1)(=O)=O.[NH:37]1[CH2:42][CH2:41][C:40]2([C:50]3[C:45](=[CH:46][CH:47]=[CH:48][CH:49]=3)[CH2:44][C@@H:43]2[O:51][CH2:52][C:53]([O:55][CH2:56][CH3:57])=[O:54])[CH2:39][CH2:38]1. No catalyst specified. The product is [F:23][C:20]([F:21])([F:22])[C:18]1[CH:19]=[C:14]([CH:15]=[C:16]([C:24]([F:25])([F:27])[F:26])[CH:17]=1)[C:13]([N:10]1[CH2:9][C@@:8]([CH2:7][CH2:6][N:37]2[CH2:42][CH2:41][C:40]3([C:50]4[C:45](=[CH:46][CH:47]=[CH:48][CH:49]=4)[CH2:44][C@@H:43]3[O:51][CH2:52][C:53]([O:55][CH2:56][CH3:57])=[O:54])[CH2:39][CH2:38]2)([C:29]2[CH:34]=[CH:33][C:32]([F:35])=[C:31]([Br:36])[CH:30]=2)[O:12][CH2:11]1)=[O:28]. The yield is 0.670.